This data is from Forward reaction prediction with 1.9M reactions from USPTO patents (1976-2016). The task is: Predict the product of the given reaction. (1) Given the reactants [O:1]1[CH:5]=[CH:4][CH:3]=[C:2]1[CH:6]1[CH2:11][C:10](=[O:12])[CH2:9][C:8](=[O:13])[CH2:7]1.[C:14]([O-])(=[O:16])[CH3:15].[Na+].C(C1C(=O)CC(C2C=CC(F)=CC=2)CC1=O)(=O)C, predict the reaction product. The product is: [C:14]([CH:9]1[C:10](=[O:12])[CH2:11][CH:6]([C:2]2[O:1][CH:5]=[CH:4][CH:3]=2)[CH2:7][C:8]1=[O:13])(=[O:16])[CH3:15]. (2) Given the reactants C[C:2]1[C:29]([C:30]([O:32][CH2:33][CH3:34])=[O:31])=[C:5]2[N:6]=[CH:7][CH:8]=[C:9]([C:10]3[CH:15]=[CH:14][CH:13]=[C:12]([NH:16][C:17](=[O:28])[C:18]4[CH:23]=[CH:22][CH:21]=[C:20]([C:24]([F:27])([F:26])[F:25])[CH:19]=4)[CH:11]=3)[N:4]2[N:3]=1.NC1C=CC([Cl:45])=C(C(=O)C)C=1.NC1C(C(OCC)=O)=CNN=1, predict the reaction product. The product is: [Cl:45][C:15]1[CH:14]=[CH:13][C:12]([NH:16][C:17](=[O:28])[C:18]2[CH:23]=[CH:22][CH:21]=[C:20]([C:24]([F:26])([F:27])[F:25])[CH:19]=2)=[CH:11][C:10]=1[C:9]1[N:4]2[N:3]=[CH:2][C:29]([C:30]([O:32][CH2:33][CH3:34])=[O:31])=[C:5]2[N:6]=[CH:7][CH:8]=1. (3) Given the reactants COC(=O)COC1C=C2C(=CC=1)NCC2.[CH2:16]([O:18][C:19](=[O:33])[C:20]([O:23][C:24]1[CH:32]=[C:31]2[C:27]([CH:28]=[CH:29][NH:30]2)=[CH:26][CH:25]=1)([CH3:22])[CH3:21])[CH3:17], predict the reaction product. The product is: [CH2:16]([O:18][C:19](=[O:33])[C:20]([O:23][C:24]1[CH:32]=[C:31]2[C:27]([CH2:28][CH2:29][NH:30]2)=[CH:26][CH:25]=1)([CH3:22])[CH3:21])[CH3:17]. (4) Given the reactants C([O:8][CH2:9][C:10]1[C:19]2[CH2:18][CH2:17][CH2:16][C:15]3[CH:20]=[C:21]([N:24]4[CH2:28][C@H:27]([CH2:29][NH:30][C:31](=[O:33])[CH3:32])[O:26][C:25]4=[O:34])[CH:22]=[CH:23][C:14]=3[C:13]=2[NH:12][N:11]=1)C1C=CC=CC=1.CO, predict the reaction product. The product is: [OH:8][CH2:9][C:10]1[C:19]2[CH2:18][CH2:17][CH2:16][C:15]3[CH:20]=[C:21]([N:24]4[CH2:28][C@H:27]([CH2:29][NH:30][C:31](=[O:33])[CH3:32])[O:26][C:25]4=[O:34])[CH:22]=[CH:23][C:14]=3[C:13]=2[NH:12][N:11]=1. (5) The product is: [CH3:7][N:8]([CH3:9])/[CH:4]=[CH:2]/[C:1]([C:4]1[N:8]2[CH:9]=[CH:10][C:11]([CH:13]3[CH2:14][CH2:15][N:16]([C:19]([O:21][CH2:22][C:23]4[CH:28]=[CH:27][CH:26]=[CH:25][CH:24]=4)=[O:20])[CH2:17][CH2:18]3)=[CH:12][C:7]2=[N:6][C:5]=1[C:29]1[CH:30]=[CH:31][C:32]([F:35])=[CH:33][CH:34]=1)=[O:3]. Given the reactants [C:1]([C:4]1[N:8]2[CH:9]=[CH:10][C:11]([CH:13]3[CH2:18][CH2:17][N:16]([C:19]([O:21][CH2:22][C:23]4[CH:28]=[CH:27][CH:26]=[CH:25][CH:24]=4)=[O:20])[CH2:15][CH2:14]3)=[CH:12][C:7]2=[N:6][C:5]=1[C:29]1[CH:34]=[CH:33][C:32]([F:35])=[CH:31][CH:30]=1)(=[O:3])[CH3:2], predict the reaction product. (6) Given the reactants [H-].[Na+].[Cl:3][C:4]1[C:9]([C:10]2[CH:15]=[CH:14][CH:13]=[CH:12][CH:11]=2)=[N:8][N:7]=[C:6]2[NH:16][N:17]=[C:18]([I:19])[C:5]=12.Cl[CH2:21][C:22]([N:24]1[CH2:28][CH2:27][CH2:26][CH2:25]1)=[O:23].[Li+].[Cl-], predict the reaction product. The product is: [Cl:3][C:4]1[C:9]([C:10]2[CH:11]=[CH:12][CH:13]=[CH:14][CH:15]=2)=[N:8][N:7]=[C:6]2[NH:16][N:17]=[C:18]([I:19])[C:5]=12.[Cl:3][C:4]1[C:9]([C:10]2[CH:11]=[CH:12][CH:13]=[CH:14][CH:15]=2)=[N:8][N:7]=[C:6]2[N:16]([CH2:21][C:22]([N:24]3[CH2:28][CH2:27][CH2:26][CH2:25]3)=[O:23])[N:17]=[C:18]([I:19])[C:5]=12. (7) The product is: [NH2:15][C:7]1[CH:6]=[C:5]([CH2:4][OH:11])[C:10]2[O:14][CH2:12][CH2:19][CH2:20][O:21][C:9]=2[CH:8]=1. Given the reactants [N+]([CH:4]([OH:11])[C:5]1[CH:10]=[CH:9][CH:8]=[CH:7][CH:6]=1)([O-])=O.[CH:12]([O-:14])=O.[NH4+:15].[H][H].C1C[O:21][CH2:20][CH2:19]1, predict the reaction product. (8) Given the reactants [C:1]12([NH:11][C:12](=[O:24])[C:13]3[CH:18]=[CH:17][C:16](Cl)=[N:15][C:14]=3[S:20][CH2:21][CH2:22][CH3:23])[CH2:10][CH:5]3[CH2:6][CH:7]([CH2:9][CH:3]([CH2:4]3)[CH2:2]1)[CH2:8]2.[NH:25]1[CH2:30][CH2:29][CH2:28][C@@H:27]([CH2:31][C:32]([O:34][CH3:35])=[O:33])[CH2:26]1.Cl.C(=O)([O-])[O-].[K+].[K+], predict the reaction product. The product is: [C:1]12([NH:11][C:12]([C:13]3[CH:18]=[CH:17][C:16]([N:25]4[CH2:30][CH2:29][CH2:28][C@@H:27]([CH2:31][C:32]([O:34][CH3:35])=[O:33])[CH2:26]4)=[N:15][C:14]=3[S:20][CH2:21][CH2:22][CH3:23])=[O:24])[CH2:10][CH:5]3[CH2:6][CH:7]([CH2:9][CH:3]([CH2:4]3)[CH2:2]1)[CH2:8]2. (9) Given the reactants [Cl:1][C:2]1[N:7]=[C:6]([O:8][C:9]2[CH:14]=[CH:13][C:12]([N+:15]([O-])=O)=[CH:11][C:10]=2[F:18])[CH:5]=[CH:4][N:3]=1.[Cl-].[NH4+].[In], predict the reaction product. The product is: [Cl:1][C:2]1[N:7]=[C:6]([O:8][C:9]2[CH:14]=[CH:13][C:12]([NH2:15])=[CH:11][C:10]=2[F:18])[CH:5]=[CH:4][N:3]=1.